Dataset: Catalyst prediction with 721,799 reactions and 888 catalyst types from USPTO. Task: Predict which catalyst facilitates the given reaction. (1) Reactant: [CH2:1]([O:8][C:9]1[CH:14]=[C:13]([CH3:15])[N:12]([C:16]2[C:21]([F:22])=[CH:20][CH:19]=[CH:18][C:17]=2[F:23])[C:11](=[O:24])[CH:10]=1)[C:2]1[CH:7]=[CH:6][CH:5]=[CH:4][CH:3]=1.[Br:25]N1C(=O)CCC1=O. Product: [CH2:1]([O:8][C:9]1[CH:14]=[C:13]([CH3:15])[N:12]([C:16]2[C:17]([F:23])=[CH:18][CH:19]=[CH:20][C:21]=2[F:22])[C:11](=[O:24])[C:10]=1[Br:25])[C:2]1[CH:7]=[CH:6][CH:5]=[CH:4][CH:3]=1. The catalyst class is: 124. (2) Reactant: [NH2:1][C:2]1[NH:6][N:5]=[CH:4][C:3]=1[C:7]([OH:9])=[O:8].[O-]CC.[Na+].CN1[CH:22]=[CH:21][C:19](=[O:20])N(C)C1=O.Cl. Product: [O:20]=[C:19]1[CH:21]=[CH:22][N:6]2[N:5]=[CH:4][C:3]([C:7]([OH:9])=[O:8])=[C:2]2[NH:1]1. The catalyst class is: 8. (3) Reactant: [C:1](Cl)(=[O:6])[CH2:2][CH2:3][CH2:4][CH3:5].[NH2:8][C:9]1[CH:14]=[CH:13][C:12]([C:15](=[O:22])[CH2:16][CH2:17][C:18]([O:20]C)=[O:19])=[CH:11][CH:10]=1.[OH-].[Na+].Cl. Product: [O:22]=[C:15]([C:12]1[CH:13]=[CH:14][C:9]([NH:8][C:1](=[O:6])[CH2:2][CH2:3][CH2:4][CH3:5])=[CH:10][CH:11]=1)[CH2:16][CH2:17][C:18]([OH:20])=[O:19]. The catalyst class is: 4. (4) Reactant: [F:1][C:2]1[CH:3]=[CH:4][C:5]2[N:6]([CH:25]=1)[C:7](=[O:24])[CH:8]=[C:9]([CH:11]([NH:13][C:14](=[O:23])[O:15][CH2:16][C:17]1[CH:22]=[CH:21][CH:20]=[CH:19][CH:18]=1)[CH3:12])[N:10]=2.[Br:26]Br.O. The catalyst class is: 15. Product: [Br:26][C:8]1[C:7](=[O:24])[N:6]2[CH:25]=[C:2]([F:1])[CH:3]=[CH:4][C:5]2=[N:10][C:9]=1[CH:11]([NH:13][C:14](=[O:23])[O:15][CH2:16][C:17]1[CH:22]=[CH:21][CH:20]=[CH:19][CH:18]=1)[CH3:12].